Dataset: Full USPTO retrosynthesis dataset with 1.9M reactions from patents (1976-2016). Task: Predict the reactants needed to synthesize the given product. Given the product [N:1]1([C:7]2[CH:16]=[C:15]3[C:10]([CH2:11][CH2:12][CH2:13][CH:14]3[NH2:17])=[CH:9][CH:8]=2)[CH2:6][CH2:5][O:4][CH2:3][CH2:2]1, predict the reactants needed to synthesize it. The reactants are: [N:1]1([C:7]2[CH:16]=[C:15]3[C:10]([CH2:11][CH2:12][CH2:13][C:14]3=[N:17]O)=[CH:9][CH:8]=2)[CH2:6][CH2:5][O:4][CH2:3][CH2:2]1.[H][H].